From a dataset of Forward reaction prediction with 1.9M reactions from USPTO patents (1976-2016). Predict the product of the given reaction. Given the reactants [NH2:1][C:2]1[CH:6]=[CH:5][NH:4][C:3]=1[C:7]([O:9][CH2:10][CH3:11])=[O:8].C(N(CC)CC)C.[F:19][C:20]1[CH:25]=[CH:24][C:23]([CH2:26][C:27](Cl)=[O:28])=[CH:22][CH:21]=1, predict the reaction product. The product is: [F:19][C:20]1[CH:25]=[CH:24][C:23]([CH2:26][C:27]([NH:1][C:2]2[CH:6]=[CH:5][NH:4][C:3]=2[C:7]([O:9][CH2:10][CH3:11])=[O:8])=[O:28])=[CH:22][CH:21]=1.